Dataset: Catalyst prediction with 721,799 reactions and 888 catalyst types from USPTO. Task: Predict which catalyst facilitates the given reaction. (1) Reactant: [CH3:1][C:2]1[C:7]([OH:8])=[CH:6][CH:5]=[CH:4][N:3]=1.C([O-])([O-])=O.[Na+].[Na+].[I:15]I.Cl. Product: [I:15][C:4]1[N:3]=[C:2]([CH3:1])[C:7]([OH:8])=[CH:6][CH:5]=1. The catalyst class is: 72. (2) Reactant: [F-].C([N+](CCCC)(CCCC)CCCC)CCC.[Br:19][C:20]1[CH:68]=[CH:67][C:23]([O:24][CH2:25][C:26]([NH:28][CH2:29][C@@H:30]([C:39]2[CH:44]=[CH:43][C:42]([O:45][CH2:46][O:47][CH2:48][CH2:49][Si:50]([CH3:53])([CH3:52])[CH3:51])=[C:41]([N:54]([S:63]([CH3:66])(=[O:65])=[O:64])[CH2:55][O:56][CH2:57][CH2:58][Si:59]([CH3:62])([CH3:61])[CH3:60])[CH:40]=2)[O:31][Si](CC)(CC)CC)=[O:27])=[CH:22][CH:21]=1. Product: [Br:19][C:20]1[CH:21]=[CH:22][C:23]([O:24][CH2:25][C:26]([NH:28][CH2:29][C@H:30]([OH:31])[C:39]2[CH:44]=[CH:43][C:42]([O:45][CH2:46][O:47][CH2:48][CH2:49][Si:50]([CH3:53])([CH3:52])[CH3:51])=[C:41]([N:54]([S:63]([CH3:66])(=[O:65])=[O:64])[CH2:55][O:56][CH2:57][CH2:58][Si:59]([CH3:60])([CH3:61])[CH3:62])[CH:40]=2)=[O:27])=[CH:67][CH:68]=1. The catalyst class is: 7. (3) Reactant: [NH2:1][C@@H:2]([C:8]([OH:10])=[O:9])[CH2:3][CH2:4][C:5]([OH:7])=O.[OH-].[Na+].[CH:13](=O)[C:14]1[CH:19]=[CH:18][CH:17]=[CH:16][CH:15]=1.[BH4-].[Na+]. Product: [O:7]=[C:5]1[N:1]([CH2:13][C:14]2[CH:19]=[CH:18][CH:17]=[CH:16][CH:15]=2)[C@H:2]([C:8]([OH:10])=[O:9])[CH2:3][CH2:4]1. The catalyst class is: 8. (4) Reactant: Br.[Br:2][C:3]1[CH:4]=[C:5]2[C:11]([C:12]3[N:13]=[C:14]([C:17]([O:19]CC)=[O:18])[S:15][CH:16]=3)=[CH:10][NH:9][C:6]2=[N:7][CH:8]=1.O[Li].O. Product: [Br:2][C:3]1[CH:4]=[C:5]2[C:11]([C:12]3[N:13]=[C:14]([C:17]([OH:19])=[O:18])[S:15][CH:16]=3)=[CH:10][NH:9][C:6]2=[N:7][CH:8]=1. The catalyst class is: 90. (5) Reactant: C[N:2](C)[CH:3]=[CH:4][C:5]([C:7]1[C:12](=[O:13])[CH:11]=[CH:10][N:9]([C:14]2[CH:19]=[CH:18][CH:17]=[C:16]([C:20]([F:23])([F:22])[F:21])[CH:15]=2)[N:8]=1)=O.Cl.[CH3:26][CH:27]([CH3:31])[CH2:28][NH:29]N.CCN(CC)CC. Product: [CH3:26][CH:27]([CH3:31])[CH2:28][N:29]1[C:5]([C:7]2[C:12](=[O:13])[CH:11]=[CH:10][N:9]([C:14]3[CH:19]=[CH:18][CH:17]=[C:16]([C:20]([F:23])([F:22])[F:21])[CH:15]=3)[N:8]=2)=[CH:4][CH:3]=[N:2]1. The catalyst class is: 361. (6) Reactant: [C:1]([C:5]1[NH:10][C:9](=[O:11])[CH:8]=[C:7](O)[CH:6]=1)([CH3:4])([CH3:3])[CH3:2].P(Br)(Br)([Br:15])=O. Product: [Br:15][C:7]1[CH:6]=[C:5]([C:1]([CH3:4])([CH3:3])[CH3:2])[NH:10][C:9](=[O:11])[CH:8]=1. The catalyst class is: 3. (7) Reactant: [Cl:1][C:2]1[CH:36]=[CH:35][C:5]([CH2:6][C:7]2[N:8]=[C:9]([C:25]3[C:26]([CH3:34])=[N:27][N:28]4[CH:33]=[CH:32][CH:31]=[CH:30][C:29]=34)[S:10][C:11]=2[C:12]2[N:16]=[CH:15][N:14](COCC[Si](C)(C)C)[N:13]=2)=[CH:4][CH:3]=1.FC(F)(F)C(O)=O. Product: [Cl:1][C:2]1[CH:3]=[CH:4][C:5]([CH2:6][C:7]2[N:8]=[C:9]([C:25]3[C:26]([CH3:34])=[N:27][N:28]4[CH:33]=[CH:32][CH:31]=[CH:30][C:29]=34)[S:10][C:11]=2[C:12]2[NH:16][CH:15]=[N:14][N:13]=2)=[CH:35][CH:36]=1. The catalyst class is: 4. (8) Reactant: C([O:4][C@H:5]1[C@H:21]([O:22]C(=O)C)[C@@H:20]([CH2:26][O:27]C(=O)C)[O:19][C@@H:7]([O:8][CH2:9][C:10]2[CH:15]=[CH:14][C:13]([N+:16]([O-:18])=[O:17])=[CH:12][CH:11]=2)[C@@H:6]1[N:31]1[C:35](=[O:36])[C:34]2=[CH:37][CH:38]=[CH:39][CH:40]=[C:33]2[C:32]1=[O:41])(=O)C.C[O-].[Na+]. Product: [C:32]1(=[O:41])[N:31]([C@@H:6]2[C@@H:5]([OH:4])[C@H:21]([OH:22])[C@@H:20]([CH2:26][OH:27])[O:19][C@H:7]2[O:8][CH2:9][C:10]2[CH:15]=[CH:14][C:13]([N+:16]([O-:18])=[O:17])=[CH:12][CH:11]=2)[C:35](=[O:36])[C:34]2=[CH:37][CH:38]=[CH:39][CH:40]=[C:33]12. The catalyst class is: 2. (9) Reactant: C(=[N:8][N:9]([CH:16]=[C:17]([C:27]#[N:28])[C:18]([O:20][CH2:21][CH2:22][Si:23]([CH3:26])([CH3:25])[CH3:24])=[O:19])[C:10]1[CH:15]=[CH:14][CH:13]=[CH:12][CH:11]=1)C1C=CC=CC=1.Cl. Product: [NH2:28][C:27]1[C:17]([C:18]([O:20][CH2:21][CH2:22][Si:23]([CH3:24])([CH3:25])[CH3:26])=[O:19])=[CH:16][N:9]([C:10]2[CH:11]=[CH:12][CH:13]=[CH:14][CH:15]=2)[N:8]=1. The catalyst class is: 8.